From a dataset of Catalyst prediction with 721,799 reactions and 888 catalyst types from USPTO. Predict which catalyst facilitates the given reaction. (1) Reactant: [CH2:1]1[O:5][C:4]2[CH:6]=[C:7]([OH:10])[CH:8]=[CH:9][C:3]=2[O:2]1.Cl[C:12]1[CH:13]=[CH:14][C:15]([N+:27]([O-:29])=[O:28])=[C:16]([CH2:18][NH:19][C:20](=[O:26])[O:21][C:22]([CH3:25])([CH3:24])[CH3:23])[CH:17]=1.[H-].[Na+]. Product: [O:2]1[C:3]2[CH:9]=[CH:8][C:7]([O:10][C:12]3[CH:13]=[CH:14][C:15]([N+:27]([O-:29])=[O:28])=[C:16]([CH2:18][NH:19][C:20](=[O:26])[O:21][C:22]([CH3:25])([CH3:23])[CH3:24])[CH:17]=3)=[CH:6][C:4]=2[O:5][CH2:1]1. The catalyst class is: 60. (2) Reactant: [C:1]([NH:4]/[C:5](=[CH:9]/[C:10]1[CH:15]=[CH:14][C:13]([N:16]2[CH2:20][C:19](=[O:21])[NH:18][S:17]2(=[O:23])=[O:22])=[C:12]([O:24][CH2:25][C:26]2[CH:31]=[CH:30][CH:29]=[CH:28][CH:27]=2)[CH:11]=1)/[C:6](O)=[O:7])(=[O:3])[CH3:2].C(N(C(C)C)CC)(C)C.CN(C(ON1N=NC2C=CC=NC1=2)=[N+](C)C)C.F[P-](F)(F)(F)(F)F.[CH3:65][O:66][C:67](=[O:88])[C:68]1[C:73]([O:74][CH2:75][C:76]2[CH:81]=[CH:80][CH:79]=[CH:78][CH:77]=2)=[CH:72][CH:71]=[CH:70][C:69]=1[O:82][CH2:83][CH2:84][CH2:85][CH2:86][NH2:87]. Product: [CH3:65][O:66][C:67](=[O:88])[C:68]1[C:73]([O:74][CH2:75][C:76]2[CH:77]=[CH:78][CH:79]=[CH:80][CH:81]=2)=[CH:72][CH:71]=[CH:70][C:69]=1[O:82][CH2:83][CH2:84][CH2:85][CH2:86][NH:87][C:6](=[O:7])/[C:5](/[NH:4][C:1](=[O:3])[CH3:2])=[CH:9]\[C:10]1[CH:15]=[CH:14][C:13]([N:16]2[CH2:20][C:19](=[O:21])[NH:18][S:17]2(=[O:23])=[O:22])=[C:12]([O:24][CH2:25][C:26]2[CH:27]=[CH:28][CH:29]=[CH:30][CH:31]=2)[CH:11]=1. The catalyst class is: 3. (3) Reactant: [Br:1][C:2]1[CH:30]=[CH:29][C:5]([CH2:6][C:7]2[O:8][C:9]([CH3:28])=[C:10]([CH3:27])[C:11]=2[C:12]([C:14]2[CH:19]=[CH:18][C:17]([O:20]C)=[C:16]([CH:22]3[CH2:26][CH2:25][CH2:24][CH2:23]3)[CH:15]=2)=[O:13])=[CH:4][CH:3]=1. Product: [Br:1][C:2]1[CH:30]=[CH:29][C:5]([CH2:6][C:7]2[O:8][C:9]([CH3:28])=[C:10]([CH3:27])[C:11]=2[C:12]([C:14]2[CH:19]=[CH:18][C:17]([OH:20])=[C:16]([CH:22]3[CH2:26][CH2:25][CH2:24][CH2:23]3)[CH:15]=2)=[O:13])=[CH:4][CH:3]=1. The catalyst class is: 2. (4) Reactant: [O:1]1[CH2:5][CH2:4][O:3][CH:2]1[C:6]1[CH:7]=[C:8]([CH:12]=[CH:13][CH:14]=1)[C:9]([OH:11])=O.[NH2:15][C:16]1[S:17][CH:18]=[C:19]([C:26]2[CH:31]=[CH:30][CH:29]=[CH:28][CH:27]=2)[C:20]=1[C:21]([O:23][CH2:24][CH3:25])=[O:22].CCN(P1(N(C)CCCN1C)=NC(C)(C)C)CC.CN(C(ON1N=NC2C=CC=CC1=2)=[N+](C)C)C.F[P-](F)(F)(F)(F)F. Product: [O:3]1[CH2:4][CH2:5][O:1][CH:2]1[C:6]1[CH:7]=[C:8]([CH:12]=[CH:13][CH:14]=1)[C:9]([NH:15][C:16]1[S:17][CH:18]=[C:19]([C:26]2[CH:31]=[CH:30][CH:29]=[CH:28][CH:27]=2)[C:20]=1[C:21]([O:23][CH2:24][CH3:25])=[O:22])=[O:11]. The catalyst class is: 10.